This data is from Experimentally validated miRNA-target interactions with 360,000+ pairs, plus equal number of negative samples. The task is: Binary Classification. Given a miRNA mature sequence and a target amino acid sequence, predict their likelihood of interaction. (1) The miRNA is hsa-miR-1244 with sequence AAGUAGUUGGUUUGUAUGAGAUGGUU. The protein sequence of the target gene is MSRQFTCKSGAAAKGGFSGCSAVLSGGSSSSFRAGSKGLSGGFGSRSLYSLGGVRSLNVASGSGKSGGYGFGRGRASGFAGSMFGSVALGPVCPTVCPPGGIHQVTVNESLLAPLNVELDPEIQKVRAQEREQIKALNNKFASFIDKVRFLEQQNQVLETKWELLQQLDLNNCKNNLEPILEGYISNLRKQLETLSGDRVRLDSELRNVRDVVEDYKKRYEEEINKRTAAENEFVLLKKDVDAAYANKVELQAKVESMDQEIKFFRCLFEAEITQIQSHISDMSVILSMDNNRNLDLDSI.... Result: 0 (no interaction). (2) The miRNA is mmu-miR-762 with sequence GGGGCUGGGGCCGGGACAGAGC. The protein sequence of the target gene is MSAYYRNNWSEEDPDYPDYSGSQNRTQGYLKTQGYPDVPGPLNNPDYPGTRSNPYSVASRTRPDYPGSLAEPNYPRSLSNPDYSGTRSNAYSAASRTSPDHPTSLPEPDYSEFQSHPYHRASSRQPDYPGSQRNPDFAGSSSSGNYAGSRTHPDHFGSLEPDYPGAQSNSDHPGPRANLNHPGSRKNLEHTSFRINPYADSLGKPDYPGADIQPNSPPFFGEPDYPSAEDNQNLPSTWREPDYSDAENGHDYGSSETPKMTRGVLSRTSSIQPSFRHRSDDPVGSLWGENDYPEGIEMAS.... Result: 0 (no interaction). (3) The miRNA is mmu-miR-7115-3p with sequence ACUUGGUCCCCUGCCCCCACAG. The protein sequence of the target gene is MADLRQLMDNEVLMAFTSYATIILTKMMFMSSATAFQRITNKVFANPEDCAGFGKGENAKKFVRTDEKVERVRRAHLNDLENIVPFLGIGLLYSLSGPDLSTALMHFRIFVGARIYHTIAYLTPLPQPNRGLAFFVGYGVTLSMAYRLLRSRLYL. Result: 0 (no interaction). (4) The miRNA is hsa-miR-1277-5p with sequence AAAUAUAUAUAUAUAUGUACGUAU. The protein sequence of the target gene is MPPILQRLQQATKMMSRRKILLLVLGCSTVSLLIHQGAQLSWYPKLFPLSCPPLRNSPPRPKHMTVAFLKTHKTAGTTVQNILFRFAERHNLTVALPHPSCEHQFCYPRNFSAHFVHPATRPPHVLASHLRFDRAELERLMPPSTVYVTILREPAAMFESLFSYYNQYCPAFRRVPNASLEAFLRAPEAYYRAGEHFAMFAHNTLAYDLGGDNERSPRDDAAYLAGLIRQVEEVFSLVMIAEYFDESLVLLRRLLAWDLDDVLYAKLNARAASSRLAAIPAALARAARTWNALDAGLYDH.... Result: 0 (no interaction). (5) The protein sequence of the target gene is MAPWPPKGLVPAMLWGLSLFLNLPGPIWLQPSPPPQSSPPPQPHPCHTCRGLVDSFNKGLERTIRDNFGGGNTAWEEENLSKYKDSETRLVEVLEGVCSKSDFECHRLLELSEELVESWWFHKQQEAPDLFQWLCSDSLKLCCPAGTFGPSCLPCPGGTERPCGGYGQCEGEGTRGGSGHCDCQAGYGGEACGQCGLGYFEAERNASHLVCSACFGPCARCSGPEESNCLQCKKGWALHHLKCVDIDECGTEGANCGADQFCVNTEGSYECRDCAKACLGCMGAGPGRCKKCSPGYQQVG.... The miRNA is cel-miR-237-5p with sequence UCCCUGAGAAUUCUCGAACAGCU. Result: 0 (no interaction).